This data is from Reaction yield outcomes from USPTO patents with 853,638 reactions. The task is: Predict the reaction yield, written as a fraction of the theoretical maximum amount of product (1.0 means a 100% yield; for example, 0.34 means a 34% yield). (1) The reactants are [C:1]([N:8]1[CH2:13][CH2:12][CH:11]([OH:14])[CH2:10][CH2:9]1)(OC(C)(C)C)=O.C(O)(C(F)(F)F)=O.BrC[CH2:24][O:25][C:26]1[C:31]([O:32][CH2:33][CH2:34][CH:35]([C:37]2[CH:42]=[CH:41][C:40]([F:43])=[CH:39][CH:38]=2)[CH3:36])=[C:30]([O:44][CH3:45])[C:29]([Cl:46])=[C:28]([CH3:47])[C:27]=1[C:48](=[O:50])[CH3:49].C([O-])([O-])=O.[Cs+].[Cs+]. The catalyst is C(Cl)Cl.CN(C=O)C.O. The product is [Cl:46][C:29]1[C:28]([CH3:47])=[C:27]([C:48](=[O:50])[CH3:49])[C:26]([O:25][CH2:24][CH2:1][N:8]2[CH2:9][CH2:10][CH:11]([OH:14])[CH2:12][CH2:13]2)=[C:31]([O:32][CH2:33][CH2:34][CH:35]([C:37]2[CH:42]=[CH:41][C:40]([F:43])=[CH:39][CH:38]=2)[CH3:36])[C:30]=1[O:44][CH3:45]. The yield is 0.470. (2) The reactants are Cl[C:2]1[N:10]=[CH:9][N:8]=[C:7]2[C:3]=1[N:4]=[CH:5][N:6]2[CH:11]1[CH2:16][CH2:15][CH2:14][CH2:13][O:12]1.[F:17][C:18]1[C:23](B(O)O)=[CH:22][CH:21]=[CH:20][N:19]=1.C([O-])(=O)C.[K+].C(O)C. The catalyst is O. The product is [F:17][C:18]1[C:23]([C:2]2[N:10]=[CH:9][N:8]=[C:7]3[C:3]=2[N:4]=[CH:5][N:6]3[CH:11]2[CH2:16][CH2:15][CH2:14][CH2:13][O:12]2)=[CH:22][CH:21]=[CH:20][N:19]=1. The yield is 0.930. (3) The reactants are Br[C:2]1[CH:3]=[C:4]([CH:9]=[CH:10][C:11]=1[C:12]([CH3:15])([CH3:14])[CH3:13])[C:5]([O:7][CH3:8])=[O:6].[C:16](B1OC(C)(C)C(C)(C)O1)([CH3:18])=[CH2:17].C(=O)([O-])[O-].[K+].[K+].CCOC(C)=O. The catalyst is C1(C)C=CC=CC=1.[Cl-].[Na+].O.C1C=CC([P]([Pd]([P](C2C=CC=CC=2)(C2C=CC=CC=2)C2C=CC=CC=2)([P](C2C=CC=CC=2)(C2C=CC=CC=2)C2C=CC=CC=2)[P](C2C=CC=CC=2)(C2C=CC=CC=2)C2C=CC=CC=2)(C2C=CC=CC=2)C2C=CC=CC=2)=CC=1. The product is [C:12]([C:11]1[CH:10]=[CH:9][C:4]([C:5]([O:7][CH3:8])=[O:6])=[CH:3][C:2]=1[C:16]([CH3:18])=[CH2:17])([CH3:15])([CH3:14])[CH3:13]. The yield is 0.880. (4) The reactants are Cl.[Cl:2][C:3]1[CH:21]=[CH:20][CH:19]=[CH:18][C:4]=1[CH:5]([O:13][CH:14]1[CH2:17][NH:16][CH2:15]1)[C:6]1[CH:11]=[CH:10][C:9]([Cl:12])=[CH:8][CH:7]=1.C([N:24]([CH2:27][CH3:28])[CH2:25][CH3:26])C.[C:29](OCC)(=[O:31])[CH3:30]. The catalyst is ClCCl. The product is [N:24]1[CH:25]=[CH:26][C:30]([C:29]([N:16]2[CH2:17][CH:14]([O:13][CH:5]([C:6]3[CH:7]=[CH:8][C:9]([Cl:12])=[CH:10][CH:11]=3)[C:4]3[CH:18]=[CH:19][CH:20]=[CH:21][C:3]=3[Cl:2])[CH2:15]2)=[O:31])=[CH:28][CH:27]=1. The yield is 0.570. (5) The reactants are [CH3:1][C:2]1[C:11]([N+:12]([O-])=O)=[CH:10][C:9]([C:15]([F:18])([F:17])[F:16])=[CH:8][C:3]=1[C:4]([O:6][CH3:7])=[O:5].C(O)C.[NH4+].[Cl-]. The catalyst is [Fe]. The product is [NH2:12][C:11]1[C:2]([CH3:1])=[C:3]([CH:8]=[C:9]([C:15]([F:16])([F:17])[F:18])[CH:10]=1)[C:4]([O:6][CH3:7])=[O:5]. The yield is 1.00.